Dataset: Full USPTO retrosynthesis dataset with 1.9M reactions from patents (1976-2016). Task: Predict the reactants needed to synthesize the given product. (1) Given the product [CH3:1][O:2][C:3](=[O:29])[C:4]1[CH:9]=[CH:8][C:7]([N:10]2[C:14]([NH:15][C:16]([NH:45][C:32]3[CH:33]=[CH:34][C:35]([O:37][C:38]4[CH:43]=[CH:42][N:41]=[C:40]([CH3:44])[CH:39]=4)=[CH:36][C:31]=3[F:30])=[O:17])=[CH:13][C:12]([C:25]([CH3:26])([CH3:28])[CH3:27])=[N:11]2)=[CH:6][CH:5]=1, predict the reactants needed to synthesize it. The reactants are: [CH3:1][O:2][C:3](=[O:29])[C:4]1[CH:9]=[CH:8][C:7]([N:10]2[C:14]([NH:15][C:16](OC3C=CC=CC=3)=[O:17])=[CH:13][C:12]([C:25]([CH3:28])([CH3:27])[CH3:26])=[N:11]2)=[CH:6][CH:5]=1.[F:30][C:31]1[CH:36]=[C:35]([O:37][C:38]2[CH:43]=[CH:42][N:41]=[C:40]([CH3:44])[CH:39]=2)[CH:34]=[CH:33][C:32]=1[NH2:45]. (2) The reactants are: [CH:1](NC(C)C)(C)C.[Li+].CCC[CH2-].[O:13]1[CH2:18][CH2:17][CH:16]([C:19]([OH:21])=[O:20])[CH2:15][CH2:14]1.CI.C(O)(=O)CC(CC(O)=O)(C(O)=O)O. Given the product [CH3:1][C:16]1([C:19]([OH:21])=[O:20])[CH2:17][CH2:18][O:13][CH2:14][CH2:15]1, predict the reactants needed to synthesize it.